Dataset: Forward reaction prediction with 1.9M reactions from USPTO patents (1976-2016). Task: Predict the product of the given reaction. (1) Given the reactants [Cl:1][C:2]1[C:7]([C:8]([O:10]C)=[O:9])=[CH:6][N:5]=[C:4]([Cl:12])[CH:3]=1.CO.[OH-].[Na+].Cl, predict the reaction product. The product is: [Cl:1][C:2]1[C:7]([C:8]([OH:10])=[O:9])=[CH:6][N:5]=[C:4]([Cl:12])[CH:3]=1. (2) The product is: [NH2:23][C:24]1[N:33]=[C:32]([C:34]([N:36]2[CH2:37][C:38]3[C:43](=[CH:42][CH:41]=[CH:40][CH:39]=3)[CH2:44]2)=[O:35])[C:31]2[C:26](=[CH:27][CH:28]=[C:29]([C:2]3[CH:13]=[C:12]([F:14])[C:11]([F:15])=[CH:10][C:3]=3[CH2:4][NH:5][C:6]([CH3:9])([CH3:8])[CH3:7])[CH:30]=2)[N:25]=1. Given the reactants Br[C:2]1[CH:13]=[C:12]([F:14])[C:11]([F:15])=[CH:10][C:3]=1[CH2:4][NH:5][C:6]([CH3:9])([CH3:8])[CH3:7].C(=O)([O-])[O-].[K+].[K+].O.[NH2:23][C:24]1[N:33]=[C:32]([C:34]([N:36]2[CH2:44][C:43]3[C:38](=[CH:39][CH:40]=[CH:41][CH:42]=3)[CH2:37]2)=[O:35])[C:31]2[C:26](=[CH:27][CH:28]=[C:29](B3OC(C)(C)C(C)(C)O3)[CH:30]=2)[N:25]=1, predict the reaction product. (3) The product is: [O:31]=[S:22]1(=[O:30])[C:23]2[CH:29]=[CH:28][CH:27]=[CH:26][C:24]=2[CH2:25][N:19]([C:10]2[CH:9]=[C:8]([NH:7][C:5](=[O:6])[C:4]([CH3:33])([CH3:32])[NH2:1])[C:17]3[C:12](=[CH:13][CH:14]=[C:15]([CH3:18])[CH:16]=3)[N:11]=2)[CH2:20][CH2:21]1. Given the reactants [N:1]([C:4]([CH3:33])([CH3:32])[C:5]([NH:7][C:8]1[C:17]2[C:12](=[CH:13][CH:14]=[C:15]([CH3:18])[CH:16]=2)[N:11]=[C:10]([N:19]2[CH2:25][C:24]3[CH:26]=[CH:27][CH:28]=[CH:29][C:23]=3[S:22](=[O:31])(=[O:30])[CH2:21][CH2:20]2)[CH:9]=1)=[O:6])=[N+]=[N-], predict the reaction product. (4) Given the reactants [Cl:1][C:2]1[CH:3]=[CH:4][C:5]2[N:11]3[C:12]([C:15]([F:18])([F:17])[F:16])=[N:13][N:14]=[C:10]3[C@@H:9]([CH2:19][C:20]([O:22]CC)=[O:21])[O:8][C@H:7]([C:25]3[CH:30]=[CH:29][CH:28]=[C:27]([O:31][CH2:32][CH3:33])[C:26]=3[O:34][CH2:35][CH3:36])[C:6]=2[CH:37]=1.Cl, predict the reaction product. The product is: [Cl:1][C:2]1[CH:3]=[CH:4][C:5]2[N:11]3[C:12]([C:15]([F:18])([F:17])[F:16])=[N:13][N:14]=[C:10]3[C@@H:9]([CH2:19][C:20]([OH:22])=[O:21])[O:8][C@H:7]([C:25]3[CH:30]=[CH:29][CH:28]=[C:27]([O:31][CH2:32][CH3:33])[C:26]=3[O:34][CH2:35][CH3:36])[C:6]=2[CH:37]=1. (5) Given the reactants [Br:1][C:2]1[C:11]2[O:10][CH2:9][CH2:8][CH2:7][C:6]=2[C:5]([S:12](Cl)(=[O:14])=[O:13])=[CH:4][CH:3]=1.Cl.[F:17][C:18]([F:23])([F:22])[C@@H:19]([NH2:21])[CH3:20], predict the reaction product. The product is: [Br:1][C:2]1[C:11]2[O:10][CH2:9][CH2:8][CH2:7][C:6]=2[C:5]([S:12]([NH:21][C@@H:19]([CH3:20])[C:18]([F:23])([F:22])[F:17])(=[O:14])=[O:13])=[CH:4][CH:3]=1. (6) Given the reactants [CH3:1][O:2][C:3](=[O:17])[CH2:4][O:5][C:6]1[CH:11]=[CH:10][C:9]([O:12]C(=O)C)=[CH:8][C:7]=1[CH3:16].C[O-].[Na+], predict the reaction product. The product is: [CH3:1][O:2][C:3](=[O:17])[CH2:4][O:5][C:6]1[CH:11]=[CH:10][C:9]([OH:12])=[CH:8][C:7]=1[CH3:16]. (7) Given the reactants BrC1C(=O)C(C(O)=O)=CN(C(C)C)C=1C.[Br:16][C:17]1[C:18](=[O:32])[C:19]([C:29]([OH:31])=O)=[CH:20][N:21]([CH:24]([CH2:27][CH3:28])[CH2:25][CH3:26])[C:22]=1[CH3:23].Cl.CS(C1C=CC(CN)=CC=1)(=O)=O.[CH3:46][S:47]([C:50]1[CH:51]=[CH:52][C:53]([CH2:56][NH2:57])=[N:54][CH:55]=1)(=[O:49])=[O:48].BrBr, predict the reaction product. The product is: [CH3:46][S:47]([C:50]1[CH:51]=[CH:52][C:53]([CH2:56][NH:57][C:29]([C:19]2[C:18](=[O:32])[C:17]([Br:16])=[C:22]([CH3:23])[N:21]([CH:24]([CH2:25][CH3:26])[CH2:27][CH3:28])[CH:20]=2)=[O:31])=[N:54][CH:55]=1)(=[O:49])=[O:48]. (8) Given the reactants [NH2:1][C:2]1[N:7]=[CH:6][C:5]([C:8]([N:10]=[S:11]([CH2:21][CH2:22][CH2:23][CH2:24][C:25]([O:27][CH3:28])=[O:26])([CH2:13][CH2:14][CH2:15][CH2:16][C:17]([O:19][CH3:20])=[O:18])=[O:12])=[O:9])=[CH:4][C:3]=1[C:29]#[C:30][C:31]1[CH:36]=[CH:35][CH:34]=[C:33]([NH2:37])[CH:32]=1.[F:38][C:39]1[CH:44]=[CH:43][C:42]([CH3:45])=[CH:41][C:40]=1[N:46]=[C:47]=[O:48], predict the reaction product. The product is: [NH2:1][C:2]1[N:7]=[CH:6][C:5]([C:8]([N:10]=[S:11]([CH2:21][CH2:22][CH2:23][CH2:24][C:25]([O:27][CH3:28])=[O:26])([CH2:13][CH2:14][CH2:15][CH2:16][C:17]([O:19][CH3:20])=[O:18])=[O:12])=[O:9])=[CH:4][C:3]=1[C:29]#[C:30][C:31]1[CH:36]=[CH:35][CH:34]=[C:33]([NH:37][C:47]([NH:46][C:40]2[CH:41]=[C:42]([CH3:45])[CH:43]=[CH:44][C:39]=2[F:38])=[O:48])[CH:32]=1. (9) Given the reactants [Br:1][C:2]1[CH:3]=[CH:4][C:5](F)=[C:6]([CH:9]=1)[CH:7]=[O:8].[NH:11]1[CH2:17][CH2:16][CH2:15][CH2:14][CH2:13][CH2:12]1.C(=O)([O-])[O-].[K+].[K+].O, predict the reaction product. The product is: [N:11]1([C:5]2[CH:4]=[CH:3][C:2]([Br:1])=[CH:9][C:6]=2[CH:7]=[O:8])[CH2:17][CH2:16][CH2:15][CH2:14][CH2:13][CH2:12]1.